This data is from Full USPTO retrosynthesis dataset with 1.9M reactions from patents (1976-2016). The task is: Predict the reactants needed to synthesize the given product. (1) Given the product [Cl:22][C:23]1[CH:24]=[C:25]2[C:29](=[CH:30][CH:31]=1)[CH2:28][CH:27]([CH2:32][NH:1][C@@H:2]1[CH2:3][CH2:4][C@H:5]([N:8]3[C:12]4[CH:13]=[CH:14][C:15]([CH3:17])=[CH:16][C:11]=4[N:10]=[C:9]3[C:18]([OH:21])([CH3:19])[CH3:20])[CH2:6][CH2:7]1)[CH2:26]2, predict the reactants needed to synthesize it. The reactants are: [NH2:1][CH:2]1[CH2:7][CH2:6][CH:5]([N:8]2[C:12]3[CH:13]=[CH:14][C:15]([CH3:17])=[CH:16][C:11]=3[N:10]=[C:9]2[C:18]([OH:21])([CH3:20])[CH3:19])[CH2:4][CH2:3]1.[Cl:22][C:23]1[CH:24]=[C:25]2[C:29](=[CH:30][CH:31]=1)[CH2:28][CH:27]([CH:32]=O)[CH2:26]2. (2) Given the product [Cl:1][C:2]1[CH:7]=[CH:6][C:5]([CH:8]([C:36]2[CH:37]=[CH:38][C:39]([Cl:42])=[CH:40][CH:41]=2)[C:9]2[CH:10]=[C:11]3[C:16](=[CH:17][CH:18]=2)[NH:15][C:14](=[O:19])[CH:13]=[C:12]3[NH:20][CH:21]2[CH2:26][CH2:25][N:24]([C:27](=[O:35])[CH2:28][CH2:29][C:30]([OH:32])=[O:31])[CH2:23][CH2:22]2)=[CH:4][CH:3]=1, predict the reactants needed to synthesize it. The reactants are: [Cl:1][C:2]1[CH:7]=[CH:6][C:5]([CH:8]([C:36]2[CH:41]=[CH:40][C:39]([Cl:42])=[CH:38][CH:37]=2)[C:9]2[CH:10]=[C:11]3[C:16](=[CH:17][CH:18]=2)[N:15]=[C:14]([OH:19])[CH:13]=[C:12]3[NH:20][CH:21]2[CH2:26][CH2:25][N:24]([C:27](=[O:35])[CH2:28][CH2:29][C:30]([O:32]CC)=[O:31])[CH2:23][CH2:22]2)=[CH:4][CH:3]=1.[OH-].[Na+]. (3) Given the product [ClH:54].[NH2:37][CH2:36][C:35]([O:34][C@H:32]([CH3:33])[CH2:31][N:28]1[C:29]([CH3:30])=[C:25]([C:23](=[O:24])[NH:22][C:19]2[CH:20]=[CH:21][C:16]([O:15][C:6]3[C:5]4[C:10](=[CH:11][C:12]([O:13][CH3:14])=[C:3]([O:2][CH3:1])[CH:4]=4)[N:9]=[CH:8][CH:7]=3)=[C:17]([F:53])[CH:18]=2)[C:26](=[O:52])[N:27]1[C:46]1[CH:47]=[CH:48][CH:49]=[CH:50][CH:51]=1)=[O:45], predict the reactants needed to synthesize it. The reactants are: [CH3:1][O:2][C:3]1[CH:4]=[C:5]2[C:10](=[CH:11][C:12]=1[O:13][CH3:14])[N:9]=[CH:8][CH:7]=[C:6]2[O:15][C:16]1[CH:21]=[CH:20][C:19]([NH:22][C:23]([C:25]2[C:26](=[O:52])[N:27]([C:46]3[CH:51]=[CH:50][CH:49]=[CH:48][CH:47]=3)[N:28]([CH2:31][C@H:32]([O:34][C:35](=[O:45])[CH2:36][NH:37]C(OC(C)(C)C)=O)[CH3:33])[C:29]=2[CH3:30])=[O:24])=[CH:18][C:17]=1[F:53].[ClH:54]. (4) Given the product [CH:17]1([CH2:16][N:15]([C:22]2[CH:23]=[CH:24][C:25]([O:28][CH:29]([CH3:31])[CH3:30])=[CH:26][CH:27]=2)[C:13](=[O:14])[NH:12][C:10]2[S:11][C:7]([S:6][CH2:5][C:4]([OH:32])=[O:3])=[CH:8][N:9]=2)[CH2:21][CH2:20][CH2:19][CH2:18]1, predict the reactants needed to synthesize it. The reactants are: C([O:3][C:4](=[O:32])[CH2:5][S:6][C:7]1[S:11][C:10]([NH:12][C:13]([N:15]([C:22]2[CH:27]=[CH:26][C:25]([O:28][CH:29]([CH3:31])[CH3:30])=[CH:24][CH:23]=2)[CH2:16][CH:17]2[CH2:21][CH2:20][CH2:19][CH2:18]2)=[O:14])=[N:9][CH:8]=1)C.C1(CN(C2C=CC(S(C)(=O)=O)=CC=2)C(=O)NC2SC=C(CC(O)=O)N=2)CCCC1.C1(CNC2C=CC(OC(C)C)=CC=2)CCCC1.C(OC(=O)CSC1SC(N)=NC=1)C. (5) Given the product [CH2:1]([O:3][C:4](=[O:29])[CH2:5][C:6]1[CH:11]=[CH:10][C:9]([O:12][CH3:13])=[C:8]([O:14][C:15]2[CH:20]=[CH:19][C:18]([NH:21][C:34]([NH:33][CH2:32][CH2:31][Cl:30])=[O:35])=[CH:17][C:16]=2[CH2:22][S:23][CH2:24][C:25]([F:26])([F:27])[F:28])[CH:7]=1)[CH3:2], predict the reactants needed to synthesize it. The reactants are: [CH2:1]([O:3][C:4](=[O:29])[CH2:5][C:6]1[CH:11]=[CH:10][C:9]([O:12][CH3:13])=[C:8]([O:14][C:15]2[CH:20]=[CH:19][C:18]([NH2:21])=[CH:17][C:16]=2[CH2:22][S:23][CH2:24][C:25]([F:28])([F:27])[F:26])[CH:7]=1)[CH3:2].[Cl:30][CH2:31][CH2:32][N:33]=[C:34]=[O:35]. (6) Given the product [CH3:1][C:2]1[N:3]([C:20]2[C:25]([CH3:26])=[CH:24][C:23]([CH3:27])=[CH:22][C:21]=2[CH3:28])[C:4]2[C:9]([N:10]=1)=[C:8]([NH2:11])[CH:7]=[C:6]([CH3:19])[N:5]=2, predict the reactants needed to synthesize it. The reactants are: [CH3:1][C:2]1[N:3]([C:20]2[C:25]([CH3:26])=[CH:24][C:23]([CH3:27])=[CH:22][C:21]=2[CH3:28])[C:4]2[C:9]([N:10]=1)=[C:8]([NH:11]CC1C=CC=CC=1)[CH:7]=[C:6]([CH3:19])[N:5]=2. (7) The reactants are: [CH3:1][C:2]1[C:3]([C:16]([C:18]2[CH:23]=[CH:22][C:21]([CH2:24]O)=[CH:20][CH:19]=2)=[CH2:17])=[CH:4][C:5]2[C:6]([CH3:15])([CH3:14])[CH2:7][CH2:8][C:9]([CH3:13])([CH3:12])[C:10]=2[CH:11]=1.CS(Cl)(=O)=O.[S:31]1[CH2:35][C:34](=[O:36])[NH:33][C:32]1=[O:37].[H-].[Na+]. Given the product [CH3:1][C:2]1[C:3]([C:16]([C:18]2[CH:19]=[CH:20][C:21]([CH2:24][N:33]3[C:34](=[O:36])[CH2:35][S:31][C:32]3=[O:37])=[CH:22][CH:23]=2)=[CH2:17])=[CH:4][C:5]2[C:6]([CH3:14])([CH3:15])[CH2:7][CH2:8][C:9]([CH3:12])([CH3:13])[C:10]=2[CH:11]=1, predict the reactants needed to synthesize it.